Dataset: Catalyst prediction with 721,799 reactions and 888 catalyst types from USPTO. Task: Predict which catalyst facilitates the given reaction. (1) Reactant: C1(P(C2CCCCC2)C2C=CC=CC=2C2C(C(C)C)=CC(C(C)C)=CC=2C(C)C)CCCCC1.[O:35]1[CH2:40][CH2:39][N:38]([C:41]2[N:46]=[C:45]([NH2:47])[CH:44]=[CH:43][CH:42]=2)[CH2:37][CH2:36]1.Cl[C:49]1[C:58]2[C:53](=[CH:54][C:55]([F:60])=[CH:56][C:57]=2[F:59])[N:52]=[C:51]([C:61]2[CH:66]=[C:65]([CH3:67])[CH:64]=[CH:63][N:62]=2)[C:50]=1[CH3:68].CC(C)([O-])C.[Na+]. Product: [F:59][C:57]1[CH:56]=[C:55]([F:60])[CH:54]=[C:53]2[C:58]=1[C:49]([NH:47][C:45]1[CH:44]=[CH:43][CH:42]=[C:41]([N:38]3[CH2:39][CH2:40][O:35][CH2:36][CH2:37]3)[N:46]=1)=[C:50]([CH3:68])[C:51]([C:61]1[CH:66]=[C:65]([CH3:67])[CH:64]=[CH:63][N:62]=1)=[N:52]2. The catalyst class is: 101. (2) Reactant: [C:1](O[BH-](OC(=O)C)OC(=O)C)(=O)C.[Na+].[C:15]1([C@H:21]([N:23]2[CH2:28][CH2:27][O:26][C@@H:25]([C:29]3[CH:34]=[CH:33][C:32]([NH:35][C@@H:36]4[CH2:40][CH2:39][O:38][CH2:37]4)=[CH:31][CH:30]=3)[CH2:24]2)[CH3:22])[CH:20]=[CH:19][CH:18]=[CH:17][CH:16]=1.C=O. Product: [CH3:1][N:35]([C:32]1[CH:33]=[CH:34][C:29]([C@@H:25]2[O:26][CH2:27][CH2:28][N:23]([C@@H:21]([C:15]3[CH:20]=[CH:19][CH:18]=[CH:17][CH:16]=3)[CH3:22])[CH2:24]2)=[CH:30][CH:31]=1)[C@@H:36]1[CH2:40][CH2:39][O:38][CH2:37]1. The catalyst class is: 68. (3) Reactant: [NH2:1][C:2]1[C:7]([C:8]#[N:9])=[C:6]([CH:10]2[CH2:15][CH2:14][CH2:13][N:12]([C:16]([O:18][C:19]([CH3:22])([CH3:21])[CH3:20])=[O:17])[CH2:11]2)[CH:5]=[C:4]([C:23]2[C:28]([O:29][CH2:30][C:31]3[CH:36]=[CH:35][C:34]([O:37][CH3:38])=[CH:33][CH:32]=3)=[CH:27][CH:26]=[CH:25][C:24]=2[NH2:39])[N:3]=1.C(N(CC)CC)C.[C:47](OC(=O)C)(=[O:49])[CH3:48]. Product: [C:47]([NH:39][C:24]1[CH:25]=[CH:26][CH:27]=[C:28]([O:29][CH2:30][C:31]2[CH:32]=[CH:33][C:34]([O:37][CH3:38])=[CH:35][CH:36]=2)[C:23]=1[C:4]1[N:3]=[C:2]([NH2:1])[C:7]([C:8]#[N:9])=[C:6]([CH:10]2[CH2:15][CH2:14][CH2:13][N:12]([C:16]([O:18][C:19]([CH3:22])([CH3:21])[CH3:20])=[O:17])[CH2:11]2)[CH:5]=1)(=[O:49])[CH3:48]. The catalyst class is: 4. (4) The catalyst class is: 8. Product: [NH2:1][C:2]1[C:6]([S:7]([CH2:10][CH2:11][CH3:12])(=[O:9])=[O:8])=[CH:5][S:4][C:3]=1[C:13]([OH:15])=[O:14].[C:13]([O-:15])([OH:16])=[O:14].[Na+:18]. Reactant: [NH2:1][C:2]1[C:6]([S:7]([CH2:10][CH2:11][CH3:12])(=[O:9])=[O:8])=[CH:5][S:4][C:3]=1[C:13]([OH:15])=[O:14].[OH2:16].[OH-].[Na+:18]. (5) Reactant: [NH2:1][C:2]1[N:10]=[CH:9][N:8]=[C:7]2[C:3]=1[N:4]=[CH:5][N:6]2[C@H:11]1[C@@H:15]2[O:16]C(C)(C)[O:18][C@@H:14]2[C@@H:13]([CH2:21][N:22]([CH:40]2[CH2:43][O:42][CH2:41]2)[CH2:23][CH2:24][CH2:25][NH:26][C:27]([NH:29][C:30]2[CH:35]=[CH:34][C:33]([C:36]([CH3:39])([CH3:38])[CH3:37])=[CH:32][CH:31]=2)=[O:28])[O:12]1. Product: [NH2:1][C:2]1[N:10]=[CH:9][N:8]=[C:7]2[C:3]=1[N:4]=[CH:5][N:6]2[C@@H:11]1[O:12][C@H:13]([CH2:21][N:22]([CH:40]2[CH2:41][O:42][CH2:43]2)[CH2:23][CH2:24][CH2:25][NH:26][C:27]([NH:29][C:30]2[CH:31]=[CH:32][C:33]([C:36]([CH3:39])([CH3:38])[CH3:37])=[CH:34][CH:35]=2)=[O:28])[C@@H:14]([OH:18])[C@H:15]1[OH:16]. The catalyst class is: 209. (6) Reactant: [CH3:1][C:2]([C:6]1[CH:10]=[C:9]([NH:11][C:12]([C@@H:14]2[CH2:18][CH2:17][CH2:16][N:15]2[CH:19]2[CH2:24][CH2:23][O:22][CH2:21][CH2:20]2)=[O:13])[O:8][N:7]=1)([CH3:5])[CH:3]=O.Cl.[NH2:26][OH:27].N1C=CC=CC=1. Product: [OH:27][N:26]=[CH:3][C:2]([C:6]1[CH:10]=[C:9]([NH:11][C:12]([C@@H:14]2[CH2:18][CH2:17][CH2:16][N:15]2[CH:19]2[CH2:24][CH2:23][O:22][CH2:21][CH2:20]2)=[O:13])[O:8][N:7]=1)([CH3:1])[CH3:5]. The catalyst class is: 5.